Dataset: Forward reaction prediction with 1.9M reactions from USPTO patents (1976-2016). Task: Predict the product of the given reaction. The product is: [Cl:8][C:9]1[CH:14]=[C:13]([Cl:15])[CH:12]=[CH:11][C:10]=1[C@H:16]([N:18]1[C:22]2[CH:23]=[C:24]([N:27]3[CH2:32][CH2:31][N:30]([C:33]([C@H:35]4[CH2:39][CH2:38][CH2:37][NH:36]4)=[O:34])[C@H:29]([CH3:47])[CH2:28]3)[CH:25]=[CH:26][C:21]=2[N:20]=[CH:19]1)[CH3:17]. Given the reactants FC(F)(F)C(O)=O.[Cl:8][C:9]1[CH:14]=[C:13]([Cl:15])[CH:12]=[CH:11][C:10]=1[C@H:16]([N:18]1[C:22]2[CH:23]=[C:24]([N:27]3[CH2:32][CH2:31][N:30]([C:33]([C@H:35]4[CH2:39][CH2:38][CH2:37][N:36]4C(OC(C)(C)C)=O)=[O:34])[C@H:29]([CH3:47])[CH2:28]3)[CH:25]=[CH:26][C:21]=2[N:20]=[CH:19]1)[CH3:17], predict the reaction product.